From a dataset of Catalyst prediction with 721,799 reactions and 888 catalyst types from USPTO. Predict which catalyst facilitates the given reaction. (1) Reactant: C([O:3][C:4](=O)[CH2:5][C:6]1([NH2:10])[CH2:9][O:8][CH2:7]1)C.[OH-].[NH4+:13].O. Product: [NH2:10][C:6]1([CH2:5][C:4]([NH2:13])=[O:3])[CH2:9][O:8][CH2:7]1. The catalyst class is: 11. (2) Reactant: [CH2:1](C1C=CC(S(N=[N+]=[N-])(=O)=O)=CC=1)CCCCCCCCCCC.C([O-])([O-])=O.[K+].[K+].[CH3:31][C:32]([CH3:47])([CH2:35][O:36][Si:37]([CH:44]([CH3:46])[CH3:45])([CH:41]([CH3:43])[CH3:42])[CH:38]([CH3:40])[CH3:39])[CH:33]=O. Product: [CH3:31][C:32]([CH3:47])([C:33]#[CH:1])[CH2:35][O:36][Si:37]([CH:44]([CH3:46])[CH3:45])([CH:41]([CH3:43])[CH3:42])[CH:38]([CH3:40])[CH3:39]. The catalyst class is: 881.